This data is from Full USPTO retrosynthesis dataset with 1.9M reactions from patents (1976-2016). The task is: Predict the reactants needed to synthesize the given product. (1) The reactants are: [CH:1](=[O:8])[C:2]1[CH:7]=[CH:6][CH:5]=[N:4][CH:3]=1.[OH:9]/[C:10](=[CH:16]\[C:17](=O)[C:18]1[CH:19]=[N:20][CH:21]=[CH:22][CH:23]=1)/[C:11]([O:13]CC)=O.[NH2:25][CH2:26][CH2:27][C:28]1[C:36]2[C:31](=[CH:32][CH:33]=[CH:34][CH:35]=2)[NH:30][CH:29]=1. Given the product [NH:30]1[C:31]2[C:36](=[CH:35][CH:34]=[CH:33][CH:32]=2)[C:28]([CH2:27][CH2:26][N:25]2[CH:17]([C:18]3[CH:19]=[N:20][CH:21]=[CH:22][CH:23]=3)[C:16]([C:1](=[O:8])[C:2]3[CH:7]=[CH:6][CH:5]=[N:4][CH:3]=3)=[C:10]([OH:9])[C:11]2=[O:13])=[CH:29]1, predict the reactants needed to synthesize it. (2) Given the product [OH:43][CH2:42][CH:38]([NH:37][C:15]([C:13]1[C:12]2[C:7]([N:6]=[C:5]3[C:14]=1[CH:1]=[CH:2][CH:3]=[CH:4]3)=[CH:8][CH:9]=[CH:10][CH:11]=2)=[O:17])[CH:39]([OH:40])[CH3:41], predict the reactants needed to synthesize it. The reactants are: [CH:1]1[C:14]2[C:5](=[N:6][C:7]3[C:12]([C:13]=2[C:15]([OH:17])=O)=[CH:11][CH:10]=[CH:9][CH:8]=3)[CH:4]=[CH:3][CH:2]=1.CC(N=C=NC(C)C)C.ON1C2C=CC=CC=2N=N1.[NH2:37][C@H:38]([CH2:42][OH:43])[C@@H:39]([CH3:41])[OH:40].